Dataset: NCI-60 drug combinations with 297,098 pairs across 59 cell lines. Task: Regression. Given two drug SMILES strings and cell line genomic features, predict the synergy score measuring deviation from expected non-interaction effect. Drug 1: CS(=O)(=O)C1=CC(=C(C=C1)C(=O)NC2=CC(=C(C=C2)Cl)C3=CC=CC=N3)Cl. Drug 2: C1=NC2=C(N1)C(=S)N=CN2. Cell line: BT-549. Synergy scores: CSS=-3.19, Synergy_ZIP=-9.07, Synergy_Bliss=-19.3, Synergy_Loewe=-37.4, Synergy_HSA=-19.6.